This data is from Reaction yield outcomes from USPTO patents with 853,638 reactions. The task is: Predict the reaction yield, written as a fraction of the theoretical maximum amount of product (1.0 means a 100% yield; for example, 0.34 means a 34% yield). (1) The reactants are [CH3:1][C:2]1[CH:7]=[CH:6][C:5]([C:8]2[O:12][N:11]=[CH:10][C:9]=2[CH2:13][CH2:14][C:15]([OH:17])=[O:16])=[CH:4][CH:3]=1.S(=O)(=O)(O)O.[CH3:23]O. No catalyst specified. The product is [CH3:1][C:2]1[CH:3]=[CH:4][C:5]([C:8]2[O:12][N:11]=[CH:10][C:9]=2[CH2:13][CH2:14][C:15]([O:17][CH3:23])=[O:16])=[CH:6][CH:7]=1. The yield is 0.790. (2) The reactants are C(OC(=O)[N:7]([CH:17]1[CH2:25][CH2:24][C:23]2[C:19](=[CH:20][N:21]([C:26]3[C:35]4[C:30](=[CH:31][CH:32]=[C:33]([O:36][CH3:37])[N:34]=4)[N:29]=[CH:28][CH:27]=3)[N:22]=2)[CH2:18]1)[CH2:8][CH2:9][O:10][C:11]1[CH:16]=[CH:15][CH:14]=[CH:13][CH:12]=1)(C)(C)C.C(OC(=O)NC1CCC2C(=CN(C3C4C(=CC=C(OC)N=4)N=CC=3)N=2)C1)(C)(C)C.[H-].[Na+].BrCCOC1C=CC=CC=1. The catalyst is CN(C=O)C.CCOC(C)=O.O. The product is [CH3:37][O:36][C:33]1[N:34]=[C:35]2[C:30](=[CH:31][CH:32]=1)[N:29]=[CH:28][CH:27]=[C:26]2[N:21]1[CH:20]=[C:19]2[C:23]([CH2:24][CH2:25][CH:17]([NH:7][CH2:8][CH2:9][O:10][C:11]3[CH:12]=[CH:13][CH:14]=[CH:15][CH:16]=3)[CH2:18]2)=[N:22]1. The yield is 0.480.